Task: Predict the reaction yield, written as a fraction of the theoretical maximum amount of product (1.0 means a 100% yield; for example, 0.34 means a 34% yield).. Dataset: Reaction yield outcomes from USPTO patents with 853,638 reactions (1) The reactants are C[O:2][C:3]([C:5]1[CH:6]=[C:7]([C:16]2[CH:21]=[CH:20][C:19]([CH3:22])=[CH:18][CH:17]=2)[CH:8]=[C:9]([C:11]2[S:12][CH:13]=[CH:14][N:15]=2)[CH:10]=1)=[O:4].O[Li].O. The catalyst is C1COCC1.O. The product is [CH3:22][C:19]1[CH:18]=[CH:17][C:16]([C:7]2[CH:8]=[C:9]([C:11]3[S:12][CH:13]=[CH:14][N:15]=3)[CH:10]=[C:5]([C:3]([OH:4])=[O:2])[CH:6]=2)=[CH:21][CH:20]=1. The yield is 0.750. (2) The reactants are [OH:1][C:2]1[CH:3]=[CH:4][C:5]2[C:9]([O:10][C:11]3[CH:16]=[CH:15][C:14](/[CH:17]=[CH:18]/[C:19]([O:21][C:22]([CH3:25])([CH3:24])[CH3:23])=[O:20])=[CH:13][CH:12]=3)=[C:8]([C:26]3[CH:31]=[CH:30][CH:29]=[CH:28][C:27]=3[CH:32]([CH3:34])[CH3:33])[S:7][C:6]=2[CH:35]=1.[C:36](O)(=[O:38])[CH3:37].Cl.CN(C)CCCN=C=NCC. The catalyst is C(Cl)Cl.CN(C)C1C=CN=CC=1. The product is [C:36]([O:1][C:2]1[CH:3]=[CH:4][C:5]2[C:9]([O:10][C:11]3[CH:12]=[CH:13][C:14](/[CH:17]=[CH:18]/[C:19]([O:21][C:22]([CH3:25])([CH3:24])[CH3:23])=[O:20])=[CH:15][CH:16]=3)=[C:8]([C:26]3[CH:31]=[CH:30][CH:29]=[CH:28][C:27]=3[CH:32]([CH3:33])[CH3:34])[S:7][C:6]=2[CH:35]=1)(=[O:38])[CH3:37]. The yield is 0.950. (3) The reactants are [F:1][C@:2]1([CH3:18])[C@H:6]([OH:7])[C@@H:5]([CH2:8][OH:9])[O:4][C@H:3]1[N:10]1[CH:17]=[CH:16][C:14](=[O:15])[NH:13][C:11]1=[O:12].COC1C=CC(C(Cl)(C2C=CC=CC=2)C2C=CC(OC)=CC=2)=CC=1.N1C=CN=C1.[Si:48](Cl)([C:51]([CH3:54])([CH3:53])[CH3:52])([CH3:50])[CH3:49].FC(F)(F)C(O)=O.[OH-].[NH4+]. The catalyst is N1C=CC=CC=1.ClCCl.CO.O. The product is [Si:48]([O:7][C@@H:6]1[C@@H:5]([CH2:8][OH:9])[O:4][C@@H:3]([N:10]2[CH:17]=[CH:16][C:14](=[O:15])[NH:13][C:11]2=[O:12])[C@@:2]1([F:1])[CH3:18])([C:51]([CH3:54])([CH3:53])[CH3:52])([CH3:50])[CH3:49]. The yield is 0.500. (4) The reactants are [NH2:1][C:2]1[C:7]2[N:8]([CH2:21][CH2:22][CH2:23][NH:24][C:25](=[O:31])[O:26][C:27]([CH3:30])([CH3:29])[CH3:28])[C:9]([CH:11]([C:13]3[CH:18]=[CH:17][C:16]([Cl:19])=[CH:15][C:14]=3[Cl:20])[OH:12])=[N:10][C:6]=2[CH:5]=[CH:4][CH:3]=1.[CH:32](=O)[CH3:33].[C:35](O[BH-](OC(=O)C)OC(=O)C)(=O)[CH3:36].[Na+]. The catalyst is CO.C(O)(=O)C.C(=O)([O-])O.[Na+].[OH-].[Na+]. The product is [Cl:20][C:14]1[CH:15]=[C:16]([Cl:19])[CH:17]=[CH:18][C:13]=1[CH:11]([OH:12])[C:9]1[N:8]([CH2:21][CH2:22][CH2:23][NH:24][C:25](=[O:31])[O:26][C:27]([CH3:28])([CH3:30])[CH3:29])[C:7]2[C:2]([N:1]([CH2:32][CH3:33])[CH2:35][CH3:36])=[CH:3][CH:4]=[CH:5][C:6]=2[N:10]=1. The yield is 0.900. (5) The reactants are [CH3:1][S:2][C:3]1[CH:8]=[CH:7][C:6](B(O)O)=[CH:5][CH:4]=1.Br[C:13]1[N:18]=[CH:17][C:16]([OH:19])=[CH:15][CH:14]=1.C([O-])([O-])=O.[Na+].[Na+]. The catalyst is C1C=CC([P]([Pd]([P](C2C=CC=CC=2)(C2C=CC=CC=2)C2C=CC=CC=2)([P](C2C=CC=CC=2)(C2C=CC=CC=2)C2C=CC=CC=2)[P](C2C=CC=CC=2)(C2C=CC=CC=2)C2C=CC=CC=2)(C2C=CC=CC=2)C2C=CC=CC=2)=CC=1.COCCOC. The product is [CH3:1][S:2][C:3]1[CH:8]=[CH:7][C:6]([C:13]2[N:18]=[CH:17][C:16]([OH:19])=[CH:15][CH:14]=2)=[CH:5][CH:4]=1. The yield is 0.690. (6) The reactants are [NH:1]1[CH:5]=[CH:4][N:3]=[C:2]1[CH:6]=[O:7].Br.Br[CH2:10][C:11]1[CH:16]=[CH:15][CH:14]=[CH:13][N:12]=1.C(N(CC)C(C)C)(C)C. The catalyst is CN(C=O)C. The product is [N:12]1[CH:13]=[CH:14][CH:15]=[CH:16][C:11]=1[CH2:10][N:1]1[CH:5]=[CH:4][N:3]=[C:2]1[CH:6]=[O:7]. The yield is 0.370. (7) The reactants are [NH2:1][C:2]1[C:7]([S:8](Cl)(=[O:10])=[O:9])=[CH:6][C:5]([Br:12])=[CH:4][N:3]=1.[N:13]1[CH:18]=CC=C[CH:14]=1.CNC.C1COCC1. The catalyst is O1CCOCC1. The product is [NH2:1][C:2]1[C:7]([S:8]([N:13]([CH3:18])[CH3:14])(=[O:10])=[O:9])=[CH:6][C:5]([Br:12])=[CH:4][N:3]=1. The yield is 0.550.